This data is from HIV replication inhibition screening data with 41,000+ compounds from the AIDS Antiviral Screen. The task is: Binary Classification. Given a drug SMILES string, predict its activity (active/inactive) in a high-throughput screening assay against a specified biological target. (1) The result is 0 (inactive). The molecule is COc1ccc(Br)c(CCCCCCCC(=O)O)c1. (2) The compound is COc1ccccc1N1C(=O)CC(=O)N(C(=O)CCCCCCCCC(=O)N2C(=O)CC(=O)N(c3ccccc3OC)C2=S)C1=S. The result is 0 (inactive). (3) The molecule is COC(=O)C1=C(C(=O)OC)C2(CCCCCC2=O)OC1=O. The result is 0 (inactive). (4) The molecule is COc1cccc(NC(C)=C2CCOC2=O)c1. The result is 0 (inactive). (5) The molecule is CCN(CC)c1c(N(CC)CC)c(=O)c1=O. The result is 0 (inactive). (6) The compound is CC12Cc3ccccc3CC1OCN1CN2COC2Cc3ccccc3CC21C. The result is 0 (inactive). (7) The compound is CCCCCCCCCCCCSS(=O)(=O)c1ccc(C)cc1. The result is 0 (inactive). (8) The drug is O=C1C=C2CC3(O)COc4c(ccc(O)c4O)C3=C2C=C1O. The result is 0 (inactive). (9) The compound is CCOC(=O)c1nc2ccccc2nc1NCc1ccc(Cl)cc1Cl. The result is 0 (inactive). (10) The molecule is CCC1C(=O)OCc2c1cc1n(c2=O)C(CC)c2c-1nc1ccccc1c2Cl. The result is 0 (inactive).